From a dataset of Forward reaction prediction with 1.9M reactions from USPTO patents (1976-2016). Predict the product of the given reaction. (1) Given the reactants Cl[C:2]1[C:9]([N+:10]([O-:12])=[O:11])=[CH:8][CH:7]=[CH:6][C:3]=1[CH:4]=O.[H-].[Na+].[SH:15][CH2:16][C:17]([O:19][CH3:20])=[O:18], predict the reaction product. The product is: [N+:10]([C:9]1[C:2]2[S:15][C:16]([C:17]([O:19][CH3:20])=[O:18])=[CH:4][C:3]=2[CH:6]=[CH:7][CH:8]=1)([O-:12])=[O:11]. (2) Given the reactants [F:1][C:2]1[CH:10]=[CH:9][C:5]([C:6](Cl)=[O:7])=[CH:4][C:3]=1[N+:11]([O-:13])=[O:12].FC1C=CC(C(O)=O)=CC=1[N+]([O-])=O.S(Cl)(Cl)=O.[Br:31][C:32]1[CH:38]=[C:37]([C:39]([F:48])([C:44]([F:47])([F:46])[F:45])[C:40]([F:43])([F:42])[F:41])[CH:36]=[C:35]([C:49]([F:52])([F:51])[F:50])[C:33]=1[NH2:34], predict the reaction product. The product is: [Br:31][C:32]1[CH:38]=[C:37]([C:39]([F:48])([C:40]([F:42])([F:43])[F:41])[C:44]([F:45])([F:47])[F:46])[CH:36]=[C:35]([C:49]([F:50])([F:51])[F:52])[C:33]=1[NH:34][C:6](=[O:7])[C:5]1[CH:9]=[CH:10][C:2]([F:1])=[C:3]([N+:11]([O-:13])=[O:12])[CH:4]=1. (3) Given the reactants [CH:1]1([C:7]2([CH3:15])[N:11]([CH3:12])[C:10](=[O:13])[NH:9][C:8]2=[O:14])[CH2:6][CH2:5][CH:4]=[CH:3][CH2:2]1.Br[CH2:17][C:18]([C:20]1[NH:21][CH:22]=[CH:23][CH:24]=1)=[O:19], predict the reaction product. The product is: [CH:1]1([C:7]2([CH3:15])[N:11]([CH3:12])[C:10](=[O:13])[N:9]([CH2:17][C:18](=[O:19])[C:20]3[NH:21][CH:22]=[CH:23][CH:24]=3)[C:8]2=[O:14])[CH2:6][CH2:5][CH:4]=[CH:3][CH2:2]1. (4) The product is: [CH2:1]([N:5]1[C:9]2[N:10]=[C:11]([C:27]3[CH:28]=[CH:29][C:24]([C:23]([F:34])([F:33])[F:22])=[CH:25][CH:26]=3)[NH:12][C:13](=[O:14])[C:8]=2[CH:7]=[CH:6]1)[CH2:2][CH:3]=[CH2:4]. Given the reactants [CH2:1]([N:5]1[C:9]2[N:10]=[C:11](Cl)[NH:12][C:13](=[O:14])[C:8]=2[CH:7]=[CH:6]1)[CH2:2][CH:3]=[CH2:4].C(=O)([O-])[O-].[Na+].[Na+].[F:22][C:23]([F:34])([F:33])[C:24]1[CH:29]=[CH:28][C:27](B(O)O)=[CH:26][CH:25]=1, predict the reaction product. (5) Given the reactants C([O:4][C@@H:5]1[C@@H:10]([O:11]C(=O)C)[C@@H:9]([O:15]C(=O)C)[C@@H:8]([CH2:19][O:20]C(=O)C)[O:7][C@H:6]1[O:24][C:25]1[CH:33]=[C:32]2[C:28]([C@H:29]([CH2:123][Cl:124])[CH2:30][N:31]2[C:34](=[O:122])[CH2:35][CH2:36][CH2:37][C:38]([N:40]2[C:48]3[C:43](=[C:44]4[C:118]([CH3:119])=[CH:117][S:116][C:45]4=[C:46]([O:49][C:50](=[O:115])[N:51]([CH2:53][CH2:54][N:55]([C:57]([O:59][CH2:60][C:61]4[CH:66]=[CH:65][C:64]([NH:67][C:68](=[O:114])[C@H:69]([CH2:107][CH2:108][CH2:109][NH:110][C:111]([NH2:113])=[O:112])[NH:70][C:71](=[O:106])[C@H:72]([CH:103]([CH3:105])[CH3:104])[NH:73][C:74](=[O:102])[C@@H:75]([NH:98][C:99](=[O:101])[CH3:100])[CH2:76][CH2:77][CH2:78][CH2:79][NH:80]C(=O)OCC5C6C=CC=CC=6C6C5=CC=CC=6)=[CH:63][CH:62]=4)=[O:58])[CH3:56])[CH3:52])[CH:47]=3)[C@H:42]([CH2:120][Cl:121])[CH2:41]2)=[O:39])=[C:27]2[C:125]([CH3:128])=[CH:126][S:127][C:26]=12)(=O)C.[Li+].[OH-].C(O)(=O)C, predict the reaction product. The product is: [CH2:54]([N:55]([CH3:56])[C:57](=[O:58])[O:59][CH2:60][C:61]1[CH:62]=[CH:63][C:64]([NH:67][C:68](=[O:114])[C@@H:69]([NH:70][C:71](=[O:106])[C@@H:72]([NH:73][C:74](=[O:102])[C@@H:75]([NH:98][C:99](=[O:101])[CH3:100])[CH2:76][CH2:77][CH2:78][CH2:79][NH2:80])[CH:103]([CH3:105])[CH3:104])[CH2:107][CH2:108][CH2:109][NH:110][C:111]([NH2:113])=[O:112])=[CH:65][CH:66]=1)[CH2:53][N:51]([CH3:52])[C:50](=[O:115])[O:49][C:46]1[CH:47]=[C:48]2[C:43]([C@H:42]([CH2:120][Cl:121])[CH2:41][N:40]2[C:38](=[O:39])[CH2:37][CH2:36][CH2:35][C:34]([N:31]2[C:32]3[C:28](=[C:27]4[C:125]([CH3:128])=[CH:126][S:127][C:26]4=[C:25]([O:24][C@H:6]4[C@H:5]([OH:4])[C@@H:10]([OH:11])[C@@H:9]([OH:15])[C@@H:8]([CH2:19][OH:20])[O:7]4)[CH:33]=3)[C@H:29]([CH2:123][Cl:124])[CH2:30]2)=[O:122])=[C:44]2[C:118]([CH3:119])=[CH:117][S:116][C:45]=12.